Dataset: Peptide-MHC class I binding affinity with 185,985 pairs from IEDB/IMGT. Task: Regression. Given a peptide amino acid sequence and an MHC pseudo amino acid sequence, predict their binding affinity value. This is MHC class I binding data. (1) The peptide sequence is DYAEISFML. The MHC is HLA-A29:02 with pseudo-sequence HLA-A29:02. The binding affinity (normalized) is 0.574. (2) The peptide sequence is SLGQHIYET. The MHC is HLA-A02:06 with pseudo-sequence HLA-A02:06. The binding affinity (normalized) is 0.778. (3) The peptide sequence is YRYLCLIQK. The MHC is HLA-A68:01 with pseudo-sequence HLA-A68:01. The binding affinity (normalized) is 0.306.